From a dataset of Catalyst prediction with 721,799 reactions and 888 catalyst types from USPTO. Predict which catalyst facilitates the given reaction. (1) Reactant: [Br:1][C:2]1[CH:9]=[CH:8][CH:7]=[CH:6][C:3]=1[NH:4][CH3:5].[CH3:10][C:11]([CH3:13])=O.CC(O)=O.[BH-](OC(C)=O)(OC(C)=O)OC(C)=O.[Na+].[OH-].[Na+]. Product: [Br:1][C:2]1[CH:9]=[CH:8][CH:7]=[CH:6][C:3]=1[N:4]([CH:11]([CH3:13])[CH3:10])[CH3:5]. The catalyst class is: 68. (2) Reactant: [C:1]([O:5][C:6](=[O:20])[NH:7][CH:8]([CH2:13][C:14]1[CH:19]=[CH:18][CH:17]=[CH:16][CH:15]=1)[CH2:9][CH2:10][CH:11]=O)([CH3:4])([CH3:3])[CH3:2].[N:21]1([C:27]([CH:29]2[CH2:34][CH2:33][O:32][CH2:31][CH2:30]2)=[O:28])[CH2:26][CH2:25][NH:24][CH2:23][CH2:22]1.[BH-](OC(C)=O)(OC(C)=O)OC(C)=O.[Na+].[OH-].[Na+]. Product: [C:1]([O:5][C:6](=[O:20])[NH:7][CH:8]([CH2:13][C:14]1[CH:19]=[CH:18][CH:17]=[CH:16][CH:15]=1)[CH2:9][CH2:10][CH2:11][N:24]1[CH2:23][CH2:22][N:21]([C:27]([CH:29]2[CH2:34][CH2:33][O:32][CH2:31][CH2:30]2)=[O:28])[CH2:26][CH2:25]1)([CH3:4])([CH3:3])[CH3:2]. The catalyst class is: 158. (3) Reactant: [CH2:1]([O:3][C:4](=[O:28])[CH:5]([O:25][CH2:26][CH3:27])[CH2:6][C:7]1[CH:12]=[CH:11][C:10]([O:13][CH2:14][CH2:15][NH:16][C:17](=O)[CH2:18][CH2:19][CH2:20][CH2:21][CH2:22][CH3:23])=[CH:9][CH:8]=1)[CH3:2].C(O)CCC. Product: [CH2:1]([O:3][C:4](=[O:28])[CH:5]([O:25][CH2:26][CH3:27])[CH2:6][C:7]1[CH:12]=[CH:11][C:10]([O:13][CH2:14][CH2:15][NH:16][CH2:17][CH2:18][CH2:19][CH2:20][CH2:21][CH2:22][CH3:23])=[CH:9][CH:8]=1)[CH3:2]. The catalyst class is: 1. (4) Reactant: [OH-].[Na+].[CH2:3]([O:7][C:8]1[CH:13]=[C:12](/[CH:14]=[C:15](\[O:20][CH3:21])/[C:16]([O:18]C)=[O:17])[CH:11]=[CH:10][C:9]=1[C:22]1[CH:27]=[CH:26][CH:25]=[C:24]([N:28]([CH3:37])[C:29]([NH:31][CH2:32][CH2:33][CH2:34][CH2:35][CH3:36])=[O:30])[CH:23]=1)[CH2:4][CH2:5][CH3:6].Cl.O.O1CC[CH2:42][CH2:41]1. Product: [CH2:3]([O:7][C:8]1[CH:13]=[C:12](/[CH:14]=[C:15](\[O:20][CH3:21])/[C:16]([OH:18])=[O:17])[CH:11]=[CH:10][C:9]=1[C:22]1[CH:27]=[CH:26][CH:25]=[C:24]([N:28]([CH3:37])[C:29]([NH:31][CH2:32][CH2:33][CH2:34][CH2:35][CH2:36][CH2:41][CH3:42])=[O:30])[CH:23]=1)[CH2:4][CH2:5][CH3:6]. The catalyst class is: 13. (5) Reactant: C[O:2][C:3]([C:5]1[CH:6]=[N:7][C:8]([O:17][CH2:18][C:19]([F:22])([F:21])[F:20])=[C:9]([CH:11]2[CH2:16][CH2:15][CH2:14][CH2:13][CH2:12]2)[CH:10]=1)=[O:4].C1COCC1.O.[OH-].[Li+].Cl. Product: [CH:11]1([C:9]2[CH:10]=[C:5]([C:3]([OH:4])=[O:2])[CH:6]=[N:7][C:8]=2[O:17][CH2:18][C:19]([F:21])([F:22])[F:20])[CH2:12][CH2:13][CH2:14][CH2:15][CH2:16]1. The catalyst class is: 6. (6) The catalyst class is: 34. Product: [Cl:10][C:11]1[CH:12]=[C:13]([N:14]=[C:1]=[S:2])[CH:15]=[CH:16][C:17]=1[S:18][C:19]1[CH:24]=[CH:23][CH:22]=[CH:21][CH:20]=1. Reactant: [C:1](Cl)(Cl)=[S:2].C(=O)([O-])[O-].[Ca+2].[Cl:10][C:11]1[CH:12]=[C:13]([CH:15]=[CH:16][C:17]=1[S:18][C:19]1[CH:24]=[CH:23][CH:22]=[CH:21][CH:20]=1)[NH2:14].Cl. (7) Reactant: [NH2:1][C:2]1[C:3]2[C:10]([C:11]3[CH:16]=[CH:15][C:14]([NH:17][C:18]([C:20]4[C:21](=[O:37])[N:22]([C:31]5[CH:36]=[CH:35][CH:34]=[CH:33][CH:32]=5)[C:23]5[CH2:24][CH2:25][CH2:26][C:27](=[O:30])[C:28]=5[CH:29]=4)=[O:19])=[CH:13][CH:12]=3)=[CH:9][N:8]([CH3:38])[C:4]=2[N:5]=[CH:6][N:7]=1.[H-].[Al+3].[Li+].[H-].[H-].[H-].C(C(C(C([O-])=O)O)O)([O-])=O.[Na+].[Na+]. Product: [NH2:1][C:2]1[C:3]2[C:10]([C:11]3[CH:16]=[CH:15][C:14]([NH:17][C:18]([C:20]4[C:21](=[O:37])[N:22]([C:31]5[CH:32]=[CH:33][CH:34]=[CH:35][CH:36]=5)[C:23]5[CH2:24][CH2:25][CH2:26][CH:27]([OH:30])[C:28]=5[CH:29]=4)=[O:19])=[CH:13][CH:12]=3)=[CH:9][N:8]([CH3:38])[C:4]=2[N:5]=[CH:6][N:7]=1. The catalyst class is: 1.